Dataset: Reaction yield outcomes from USPTO patents with 853,638 reactions. Task: Predict the reaction yield, written as a fraction of the theoretical maximum amount of product (1.0 means a 100% yield; for example, 0.34 means a 34% yield). (1) The reactants are [H-].[Na+].[CH3:3][CH:4]1[N:9]([C:10]2[CH:15]=[CH:14][CH:13]=[C:12]([O:16][C:17]([F:20])([F:19])[F:18])[CH:11]=2)[CH2:8][CH2:7][NH:6][C:5]1=[O:21].Cl[CH2:23][CH2:24][CH2:25][N:26]1[CH2:31][CH2:30][CH2:29][CH2:28][CH2:27]1.Cl.ClCCCN1CCCCC1. The catalyst is CC(N(C)C)=O.C1(C)C=CC=CC=1. The product is [CH3:3][CH:4]1[N:9]([C:10]2[CH:15]=[CH:14][CH:13]=[C:12]([O:16][C:17]([F:20])([F:19])[F:18])[CH:11]=2)[CH2:8][CH2:7][N:6]([CH2:23][CH2:24][CH2:25][N:26]2[CH2:31][CH2:30][CH2:29][CH2:28][CH2:27]2)[C:5]1=[O:21]. The yield is 0.840. (2) The reactants are Br[C:2]1[C:7]2[N:8]=[C:9]([C:11]3[CH:16]=[CH:15][C:14]([O:17][CH3:18])=[CH:13][CH:12]=3)[S:10][C:6]=2[CH:5]=[C:4]([O:19][CH3:20])[CH:3]=1.[C:21](=O)([O-])[O-].[K+].[K+].CB(O)O. The catalyst is C1(C)C=CC=CC=1.C(OC(=O)C)C.C1C=CC([P]([Pd]([P](C2C=CC=CC=2)(C2C=CC=CC=2)C2C=CC=CC=2)([P](C2C=CC=CC=2)(C2C=CC=CC=2)C2C=CC=CC=2)[P](C2C=CC=CC=2)(C2C=CC=CC=2)C2C=CC=CC=2)(C2C=CC=CC=2)C2C=CC=CC=2)=CC=1. The product is [CH3:21][C:2]1[C:7]2[N:8]=[C:9]([C:11]3[CH:16]=[CH:15][C:14]([O:17][CH3:18])=[CH:13][CH:12]=3)[S:10][C:6]=2[CH:5]=[C:4]([O:19][CH3:20])[CH:3]=1. The yield is 0.770. (3) The reactants are FC(F)(F)C(O)=O.C([O:15][C:16]1[CH:35]=[CH:34][C:19]([CH2:20][C:21]2[CH:25]=[C:24]([C:26]3[C:27]([NH2:33])=[N:28][CH:29]=[C:30]([F:32])[CH:31]=3)[O:23][N:22]=2)=[CH:18][CH:17]=1)C1C=CC=CC=1.C1(SC)C=CC=CC=1.C(=O)([O-])O.[Na+]. No catalyst specified. The product is [NH2:33][C:27]1[C:26]([C:24]2[O:23][N:22]=[C:21]([CH2:20][C:19]3[CH:34]=[CH:35][C:16]([OH:15])=[CH:17][CH:18]=3)[CH:25]=2)=[CH:31][C:30]([F:32])=[CH:29][N:28]=1. The yield is 0.980. (4) The reactants are [H-].[H-].[H-].[H-].[Li+].[Al+3].[F:7][C:8]1[CH:16]=[CH:15][CH:14]=[C:10]([C:11](O)=[O:12])[C:9]=1[C:17](O)=[O:18].[OH-].[Na+].O. The catalyst is C1COCC1. The product is [F:7][C:8]1[CH:16]=[CH:15][CH:14]=[C:10]([CH2:11][OH:12])[C:9]=1[CH2:17][OH:18]. The yield is 0.790. (5) The reactants are [C:1]([C:3]1[CH:8]=[CH:7][CH:6]=[CH:5][C:4]=1[C:9]1[CH:14]=[CH:13][C:12]([CH2:15][C:16]2[C:17](=[O:37])[N:18]([CH:28]3[CH2:31][CH:30]([C:32]([O:34]CC)=O)[CH2:29]3)[C:19]3[N:20]([N:25]=[CH:26][N:27]=3)[C:21]=2[CH2:22][CH2:23][CH3:24])=[C:11]([F:38])[CH:10]=1)#[N:2].[OH-].[Na+].Cl.[CH3:42][Mg]Br. The catalyst is O1CCCC1.C(O)C. The product is [C:32]([CH:30]1[CH2:29][CH:28]([N:18]2[C:17](=[O:37])[C:16]([CH2:15][C:12]3[CH:13]=[CH:14][C:9]([C:4]4[C:3]([C:1]#[N:2])=[CH:8][CH:7]=[CH:6][CH:5]=4)=[CH:10][C:11]=3[F:38])=[C:21]([CH2:22][CH2:23][CH3:24])[N:20]3[N:25]=[CH:26][N:27]=[C:19]23)[CH2:31]1)(=[O:34])[CH3:42]. The yield is 0.730. (6) The reactants are [NH2:1][C@H:2]1[CH2:6][CH2:5][N:4]([CH:7]2[CH2:12][CH2:11][N:10]([C:13]([O:15][CH2:16][C:17]3[CH:22]=[CH:21][CH:20]=[CH:19][CH:18]=3)=[O:14])[CH2:9][CH2:8]2)[C:3]1=[O:23].Br[C:25]1[CH:26]=[CH:27][C:28]([S:31]([CH3:34])(=[O:33])=[O:32])=[N:29][CH:30]=1.C(=O)([O-])[O-].[Cs+].[Cs+]. The catalyst is C1C=CC(/C=C/C(/C=C/C2C=CC=CC=2)=O)=CC=1.C1C=CC(/C=C/C(/C=C/C2C=CC=CC=2)=O)=CC=1.C1C=CC(/C=C/C(/C=C/C2C=CC=CC=2)=O)=CC=1.[Pd].[Pd].CC(N(C)C)=O. The product is [CH3:34][S:31]([C:28]1[N:29]=[CH:30][C:25]([NH:1][C@H:2]2[CH2:6][CH2:5][N:4]([CH:7]3[CH2:12][CH2:11][N:10]([C:13]([O:15][CH2:16][C:17]4[CH:22]=[CH:21][CH:20]=[CH:19][CH:18]=4)=[O:14])[CH2:9][CH2:8]3)[C:3]2=[O:23])=[CH:26][CH:27]=1)(=[O:33])=[O:32]. The yield is 0.510.